From a dataset of Full USPTO retrosynthesis dataset with 1.9M reactions from patents (1976-2016). Predict the reactants needed to synthesize the given product. (1) Given the product [O:29]=[C:25]1[NH:26][CH2:27][CH2:28][N:24]1[CH2:23][CH2:22][N:16]1[CH2:21][CH2:20][N:19]([C:2]2[N:7]=[CH:6][N:5]=[C:4]([NH:8][C:9]3[S:10][C:11]([C:14]#[N:15])=[CH:12][N:13]=3)[CH:3]=2)[CH2:18][CH2:17]1, predict the reactants needed to synthesize it. The reactants are: Cl[C:2]1[N:7]=[CH:6][N:5]=[C:4]([NH:8][C:9]2[S:10][C:11]([C:14]#[N:15])=[CH:12][N:13]=2)[CH:3]=1.[N:16]1([CH2:22][CH2:23][N:24]2[CH2:28][CH2:27][NH:26][C:25]2=[O:29])[CH2:21][CH2:20][NH:19][CH2:18][CH2:17]1.CCN(C(C)C)C(C)C. (2) Given the product [CH3:12][O:13][CH2:14][CH2:15][O:16][CH2:17][CH2:18][O:19][CH2:20][CH2:21][O:22][CH2:23][CH2:24][O:25][CH2:26][CH:27]=[CH2:28], predict the reactants needed to synthesize it. The reactants are: CC([O-])(C)C.[K+].C1COCC1.[CH3:12][O:13][CH2:14][CH2:15][O:16][CH2:17][CH2:18][O:19][CH2:20][CH2:21][O:22][CH2:23][CH2:24][OH:25].[CH2:26](Br)[CH:27]=[CH2:28]. (3) Given the product [CH3:22][O:23][C:11]1[CH:3]=[CH:4][C:5]2[S:9][C:8]([C:16]3[CH:15]=[CH:14][C:13]([NH:44][CH3:43])=[N:18][CH:17]=3)=[N:7][C:6]=2[CH:10]=1, predict the reactants needed to synthesize it. The reactants are: CO[C:3]1[CH:11]=[CH:10][C:6]2[N:7]=[CH:8][S:9][C:5]=2[CH:4]=1.Br[C:13]1[N:18]=[CH:17][C:16](N(C)C)=[CH:15][CH:14]=1.[CH3:22][O:23]C1C=CC2N=C(C3C=CC(C(F)(F)F)=CN=3)SC=2C=1.[CH3:43][N:44](C=O)C. (4) Given the product [CH:1]1[C:10]2[C:5](=[CH:6][CH:7]=[CH:8][CH:9]=2)[CH:4]=[CH:3][C:2]=1[S:11]([CH:14]([CH3:21])[CH2:15][CH2:16][C:17]([OH:19])=[O:18])(=[O:13])=[O:12], predict the reactants needed to synthesize it. The reactants are: [CH:1]1[C:10]2[C:5](=[CH:6][CH:7]=[CH:8][CH:9]=2)[CH:4]=[CH:3][C:2]=1[S:11]([CH:14]([CH3:21])[CH2:15][CH2:16][C:17]([O:19]C)=[O:18])(=[O:13])=[O:12].C1COCC1.[OH-].[Li+].Cl. (5) Given the product [C:15]([O:19][C:20]([N:22]1[CH2:28][CH2:27][CH2:26][C@@H:23]1[CH2:24][N:11]([CH2:29][CH3:30])[C:10]1[CH:12]=[CH:13][CH:14]=[C:8]([O:1][C:2]2[CH:3]=[CH:4][CH:5]=[CH:6][CH:7]=2)[CH:9]=1)=[O:21])([CH3:18])([CH3:17])[CH3:16], predict the reactants needed to synthesize it. The reactants are: [O:1]([C:8]1[CH:9]=[C:10]([CH:12]=[CH:13][CH:14]=1)[NH2:11])[C:2]1[CH:7]=[CH:6][CH:5]=[CH:4][CH:3]=1.[C:15]([O:19][C:20]([N:22]1[CH2:28][CH2:27][CH2:26][C@@H:23]1[CH:24]=O)=[O:21])([CH3:18])([CH3:17])[CH3:16].[C:29](O[BH-](OC(=O)C)OC(=O)C)(=O)[CH3:30].[Na+].C(=O)C.C([BH3-])#N.[Na+].C([O-])(=O)C.[NH4+].